This data is from Retrosynthesis with 50K atom-mapped reactions and 10 reaction types from USPTO. The task is: Predict the reactants needed to synthesize the given product. (1) Given the product O=C1CCCN1C(c1ccccn1)C(O)c1ccccc1, predict the reactants needed to synthesize it. The reactants are: NC(c1ccccn1)C(O)c1ccccc1.O=C(Cl)CCCCl. (2) Given the product CCOc1ccc([N+](=O)[O-])c(Nc2ccncc2)c1, predict the reactants needed to synthesize it. The reactants are: CCOc1ccc([N+](=O)[O-])c(Br)c1.Nc1ccncc1. (3) Given the product NS(=O)(=O)N1CCCO1, predict the reactants needed to synthesize it. The reactants are: CC(C)(C)OC(=O)NS(=O)(=O)N1CCCO1. (4) Given the product CCOCN(c1ccc(Cl)cc1Oc1ccc(Cl)cc1Cl)S(=O)(=O)C(F)(F)F, predict the reactants needed to synthesize it. The reactants are: CCOCCl.O=S(=O)(Nc1ccc(Cl)cc1Oc1ccc(Cl)cc1Cl)C(F)(F)F. (5) Given the product Cc1c(-c2ccccn2)nc2cc(F)cc(F)c2c1Nc1cc(N2CCOCC2)ncc1-c1cccnc1, predict the reactants needed to synthesize it. The reactants are: Cc1c(-c2ccccn2)nc2cc(F)cc(F)c2c1Nc1cc(N2CCOCC2)ncc1Br.OB(O)c1cccnc1.